This data is from Blood-brain barrier permeability classification from the B3DB database. The task is: Regression/Classification. Given a drug SMILES string, predict its absorption, distribution, metabolism, or excretion properties. Task type varies by dataset: regression for continuous measurements (e.g., permeability, clearance, half-life) or binary classification for categorical outcomes (e.g., BBB penetration, CYP inhibition). Dataset: b3db_classification. (1) The drug is CCC(=O)OC1CC(=O)OC(C)CC=CC=CC(O)C(C)CC(CC=O)C(OC2OC(C)C(OC3CC(C)(O)C(OC(=O)CC)C(C)O3)C(N(C)C)C2O)C1OC. The result is 0 (does not penetrate BBB). (2) The molecule is CN1CC[C@@]23c4c5ccc(O)c4O[C@H]2[C@@H](O)C=C[C@@H]3[C@@H]1C5. The result is 1 (penetrates BBB).